This data is from Forward reaction prediction with 1.9M reactions from USPTO patents (1976-2016). The task is: Predict the product of the given reaction. (1) Given the reactants Br[C:2]1[CH:3]=[C:4]([C@H:8]([NH:10][C:11](=[O:17])[O:12][C:13]([CH3:16])([CH3:15])[CH3:14])[CH3:9])[CH:5]=[CH:6][CH:7]=1.CC1(C)C2C(=C(P(C3C=CC=CC=3)C3C=CC=CC=3)C=CC=2)OC2C(P(C3C=CC=CC=3)C3C=CC=CC=3)=CC=CC1=2.[N:60]1([C:66]([O:68][CH2:69][C:70]2[CH:75]=[CH:74][CH:73]=[CH:72][CH:71]=2)=[O:67])[CH2:65][CH2:64][NH:63][CH2:62][CH2:61]1.CC(C)([O-])C.[Na+], predict the reaction product. The product is: [C:13]([O:12][C:11]([NH:10][C@@H:8]([C:4]1[CH:3]=[C:2]([N:63]2[CH2:62][CH2:61][N:60]([C:66]([O:68][CH2:69][C:70]3[CH:75]=[CH:74][CH:73]=[CH:72][CH:71]=3)=[O:67])[CH2:65][CH2:64]2)[CH:7]=[CH:6][CH:5]=1)[CH3:9])=[O:17])([CH3:16])([CH3:15])[CH3:14]. (2) The product is: [CH3:17][O:10][C:9](=[O:11])[CH:8]([C:5]1[CH:4]=[CH:3][C:2]([OH:1])=[CH:7][CH:6]=1)[CH3:12]. Given the reactants [OH:1][C:2]1[CH:7]=[CH:6][C:5]([CH:8]([CH3:12])[C:9]([OH:11])=[O:10])=[CH:4][CH:3]=1.S(Cl)(Cl)=O.[CH3:17]O, predict the reaction product.